Dataset: Forward reaction prediction with 1.9M reactions from USPTO patents (1976-2016). Task: Predict the product of the given reaction. Given the reactants [Cl:1][C:2]1[CH:7]=[C:6]([Cl:8])[CH:5]=[CH:4][C:3]=1[C:9]([C:11]1[O:12][C:13]2[CH:23]=[C:22]([OH:24])[CH:21]=[CH:20][C:14]=2[C:15]=1[C:16]([F:19])([F:18])[F:17])=[O:10].N1C=CC=CC=1.[F:31][C:32]([F:45])([F:44])[S:33](O[S:33]([C:32]([F:45])([F:44])[F:31])(=[O:35])=[O:34])(=[O:35])=[O:34], predict the reaction product. The product is: [Cl:1][C:2]1[CH:7]=[C:6]([Cl:8])[CH:5]=[CH:4][C:3]=1[C:9]([C:11]1[O:12][C:13]2[CH:23]=[C:22]([O:24][S:33]([C:32]([F:45])([F:44])[F:31])(=[O:35])=[O:34])[CH:21]=[CH:20][C:14]=2[C:15]=1[C:16]([F:19])([F:17])[F:18])=[O:10].